From a dataset of Full USPTO retrosynthesis dataset with 1.9M reactions from patents (1976-2016). Predict the reactants needed to synthesize the given product. (1) Given the product [CH3:18][C:19]1[CH:20]=[CH:21][C:14]2[C:13](=[CH:12][CH:11]=[C:10]([S:9][S:8][C:5]3[CH:4]=[C:3]4[C:2](=[CH:7][CH:6]=3)[N:1]=[C:3]([CH3:4])[CH:2]=[CH:7]4)[CH:15]=2)[N:16]=1, predict the reactants needed to synthesize it. The reactants are: [NH2:1][C:2]1[CH:7]=[CH:6][C:5]([S:8][S:9][C:10]2[CH:15]=[CH:14][C:13]([NH2:16])=[CH:12][CH:11]=2)=[CH:4][CH:3]=1.Cl.[CH:18](=O)/[CH:19]=[CH:20]/[CH3:21].N. (2) Given the product [CH2:15]([CH:17]([N:20]([CH2:34][CH:35]([CH3:39])[CH3:36])[CH2:21][CH2:22][NH:23][C:24](=[O:33])[O:25][CH2:26][C:27]1[CH:32]=[CH:31][CH:30]=[CH:29][CH:28]=1)[CH2:18][CH3:19])[CH3:16], predict the reactants needed to synthesize it. The reactants are: C(O[BH-](OC(=O)C)OC(=O)C)(=O)C.[Na+].[CH2:15]([CH:17]([NH:20][CH2:21][CH2:22][NH:23][C:24](=[O:33])[O:25][CH2:26][C:27]1[CH:32]=[CH:31][CH:30]=[CH:29][CH:28]=1)[CH2:18][CH3:19])[CH3:16].[CH3:34][CH:35]([CH3:39])[CH2:36]C=O.C(O)(=O)C. (3) Given the product [Cl:61][C:16]1[C:17]([C:25]2[CH:30]=[CH:29][C:28]([O:31][C:32]3[CH:37]=[CH:36][CH:35]=[C:34]([Cl:38])[CH:33]=3)=[C:27]([O:39][CH3:40])[CH:26]=2)=[C:18]2[N:23]([C:15]=1[CH:5]1[CH2:4][CH2:3][CH2:2][NH:7][CH2:6]1)[N:22]=[CH:21][N:20]=[C:19]2[NH2:24], predict the reactants needed to synthesize it. The reactants are: Cl[CH:2]1[N:7](C(OC(C)(C)C)=O)[CH2:6][CH:5]([C:15]2[N:23]3[C:18]([C:19]([NH2:24])=[N:20][CH:21]=[N:22]3)=[C:17]([C:25]3[CH:30]=[CH:29][C:28]([O:31][C:32]4[CH:37]=[CH:36][CH:35]=[C:34]([Cl:38])[CH:33]=4)=[C:27]([O:39][CH3:40])[CH:26]=3)[CH:16]=2)[CH2:4][CH2:3]1.C(O)(C(F)(F)F)=O.C(OCC)(=O)C.CCCCCC.C(Cl)[Cl:61]. (4) Given the product [CH3:30][C@H:24]1[CH2:25][NH:26][C@H:27]([CH3:29])[CH2:28][N:23]1[C:20]1[N:21]=[N:22][C:17]([C:1]2[CH:6]=[CH:5][CH:4]=[CH:3][CH:2]=2)=[C:18]2[CH:34]=[CH:33][N:32]=[CH:31][C:19]=12, predict the reactants needed to synthesize it. The reactants are: [C:1]1(B(O)O)[CH:6]=[CH:5][CH:4]=[CH:3][CH:2]=1.C(=O)([O-])[O-].[Na+].[Na+].Cl[C:17]1[N:22]=[N:21][C:20]([N:23]2[CH2:28][C@@H:27]([CH3:29])[NH:26][CH2:25][C@@H:24]2[CH3:30])=[C:19]2[CH:31]=[N:32][CH:33]=[CH:34][C:18]=12. (5) Given the product [F:34][C:32]([F:33])([F:35])[C:28]1[CH:27]=[C:26]([CH:31]=[CH:30][CH:29]=1)[CH2:25][N:22]1[CH2:23][C@H:24]2[C@@H:17]([NH:16][C:14](=[O:15])[C@H:9]([CH2:10][CH:11]([CH3:12])[CH3:13])[NH2:8])[CH2:18][CH2:19][C@H:20]2[CH2:21]1, predict the reactants needed to synthesize it. The reactants are: C(OC([NH:8][C@H:9]([C:14]([NH:16][C@H:17]1[C@@H:24]2[C@@H:20]([CH2:21][N:22]([CH2:25][C:26]3[CH:31]=[CH:30][CH:29]=[C:28]([C:32]([F:35])([F:34])[F:33])[CH:27]=3)[CH2:23]2)[CH2:19][CH2:18]1)=[O:15])[CH2:10][CH:11]([CH3:13])[CH3:12])=O)(C)(C)C.Cl. (6) Given the product [Cl:27][CH2:26][CH2:25][CH2:24][O:16][C:14]1[CH:13]=[CH:12][C:9]2[CH2:10][CH2:11][N:5]([CH:1]3[CH2:4][CH2:3][CH2:2]3)[CH2:6][CH2:7][C:8]=2[CH:15]=1, predict the reactants needed to synthesize it. The reactants are: [CH:1]1([N:5]2[CH2:11][CH2:10][C:9]3[CH:12]=[CH:13][C:14]([OH:16])=[CH:15][C:8]=3[CH2:7][CH2:6]2)[CH2:4][CH2:3][CH2:2]1.C(=O)([O-])[O-].[K+].[K+].Br[CH2:24][CH2:25][CH2:26][Cl:27]. (7) Given the product [NH2:29][C@H:27]([C:26]1[N:25]=[C:24]2[CH:30]=[CH:31][N:32]([CH3:33])[C:23]2=[CH:22][C:21]=1[N:2]([CH3:1])[CH:3]1[CH2:6][N:5]([C:7]([O:9][C:10]([CH3:12])([CH3:11])[CH3:13])=[O:8])[CH2:4]1)[CH3:28], predict the reactants needed to synthesize it. The reactants are: [CH3:1][NH:2][CH:3]1[CH2:6][N:5]([C:7]([O:9][C:10]([CH3:13])([CH3:12])[CH3:11])=[O:8])[CH2:4]1.CC(C)([O-])C.[K+].Br[C:21]1[CH:22]=[C:23]2[N:32]([CH3:33])[CH:31]=[CH:30][C:24]2=[N:25][C:26]=1[C@@H:27]([NH2:29])[CH3:28].